The task is: Regression. Given a peptide amino acid sequence and an MHC pseudo amino acid sequence, predict their binding affinity value. This is MHC class II binding data.. This data is from Peptide-MHC class II binding affinity with 134,281 pairs from IEDB. The peptide sequence is VSLIAALKGMINLWK. The MHC is H-2-IAb with pseudo-sequence H-2-IAb. The binding affinity (normalized) is 0.361.